Dataset: Full USPTO retrosynthesis dataset with 1.9M reactions from patents (1976-2016). Task: Predict the reactants needed to synthesize the given product. (1) Given the product [F:16][CH:14]([F:13])[C:17]1[CH:18]=[C:19]([C:22]([OH:24])=[O:23])[NH:20][N:21]=1, predict the reactants needed to synthesize it. The reactants are: FC(F)CC1C=C(C(O)=O)NN=1.[F:13][C:14]([C:17]1[CH:18]=[C:19]([C:22]([OH:24])=[O:23])[NH:20][N:21]=1)([F:16])C.FC(F)(C)CC1C=C(C(O)=O)NN=1.FC(F)CCCC1C=C(C(O)=O)NN=1.FC(F)(C)CCC1C=C(C(O)=O)NN=1.C1(C2C=C(C(O)=O)NN=2)CC1.C1(CC2C=C(C(O)=O)NN=2)CC1. (2) Given the product [NH2:19][C:20]1[CH:25]=[CH:24][C:23]2[N:26]=[C:10]([C:4]3[CH:5]=[C:6]([CH3:9])[C:7](=[O:8])[N:2]([CH3:1])[CH:3]=3)[N:27]([CH2:28][C:29]3[CH:34]=[CH:33][CH:32]=[CH:31][CH:30]=3)[C:22]=2[CH:21]=1, predict the reactants needed to synthesize it. The reactants are: [CH3:1][N:2]1[C:7](=[O:8])[C:6]([CH3:9])=[CH:5][C:4]([C:10](O)=O)=[CH:3]1.C(OC(=O)[NH:19][C:20]1[CH:25]=[CH:24][C:23]([NH2:26])=[C:22]([NH:27][CH2:28][C:29]2[CH:34]=[CH:33][CH:32]=[CH:31][CH:30]=2)[CH:21]=1)(C)(C)C.CCN(C(C)C)C(C)C.CN(C(ON1N=NC2C=CC=NC1=2)=[N+](C)C)C.F[P-](F)(F)(F)(F)F. (3) Given the product [CH2:15]([NH:19][C:12]([C:8]1[CH:7]=[C:6]2[C:11]([C:2]([N:19]3[CH2:18][CH2:17][CH2:16][CH2:15]3)=[CH:3][C:4]([CH3:14])=[N:5]2)=[CH:10][CH:9]=1)=[O:13])[CH2:16][CH2:17][CH3:18], predict the reactants needed to synthesize it. The reactants are: Cl[C:2]1[C:11]2[C:6](=[CH:7][C:8]([CH2:12][OH:13])=[CH:9][CH:10]=2)[N:5]=[C:4]([CH3:14])[CH:3]=1.[CH2:15]([NH2:19])[CH2:16][CH2:17][CH3:18]. (4) Given the product [OH:15][C:3]1[C:2]([CH3:13])([CH3:1])[O:6][C:5](=[O:7])[CH:4]=1, predict the reactants needed to synthesize it. The reactants are: [CH3:1][C:2]1([CH3:13])[O:6][C:5](=[O:7])[CH:4]=[C:3]1N1CCCC1.C[OH:15]. (5) Given the product [Br:16][C:17]1[CH:22]=[CH:21][C:20]([O:15][CH2:14][C@H:11]2[CH2:12][CH2:13][C@H:8]([O:7][CH:2]3[CH2:3][CH2:4][CH2:5][CH2:6][O:1]3)[CH2:9][CH2:10]2)=[CH:19][C:18]=1[F:24], predict the reactants needed to synthesize it. The reactants are: [O:1]1[CH2:6][CH2:5][CH2:4][CH2:3][CH:2]1[O:7][C@H:8]1[CH2:13][CH2:12][C@H:11]([CH2:14][OH:15])[CH2:10][CH2:9]1.[Br:16][C:17]1[CH:22]=[CH:21][C:20](O)=[CH:19][C:18]=1[F:24].BrC1C=CC(OC[C@@H]2CC[C@H](OC3CCCCO3)CC2)=CC=1.